This data is from Catalyst prediction with 721,799 reactions and 888 catalyst types from USPTO. The task is: Predict which catalyst facilitates the given reaction. (1) Reactant: Br[CH2:2][C:3]1[CH:8]=[CH:7][N:6]=[C:5]([C:9]([O:11][CH3:12])=[O:10])[CH:4]=1.[NH:13]1[CH:17]=[CH:16][N:15]=[CH:14]1.C([O-])([O-])=O.[K+].[K+]. Product: [N:13]1([CH2:2][C:3]2[CH:8]=[CH:7][N:6]=[C:5]([C:9]([O:11][CH3:12])=[O:10])[CH:4]=2)[CH:17]=[CH:16][N:15]=[CH:14]1. The catalyst class is: 23. (2) Reactant: Cl.CN.[CH2:4]([N:6](CC)CC)C.[Cl:11][C:12]1[CH:17]=[CH:16][N:15]=[C:14]([C:18](Cl)=[O:19])[CH:13]=1. Product: [Cl:11][C:12]1[CH:17]=[CH:16][N:15]=[C:14]([C:18]([NH:6][CH3:4])=[O:19])[CH:13]=1. The catalyst class is: 2. (3) Reactant: [C:1]([O:8][CH3:9])(=[O:7])[CH2:2][C:3]([O:5][CH3:6])=[O:4].[H-].[Na+].[Cl:12][C:13]1[CH:14]=[C:15]([C:20](=[O:22])[CH3:21])[CH:16]=[N:17][C:18]=1Cl. Product: [C:20]([C:15]1[CH:14]=[C:13]([Cl:12])[C:18]([CH:2]([C:1]([O:8][CH3:9])=[O:7])[C:3]([O:5][CH3:6])=[O:4])=[N:17][CH:16]=1)(=[O:22])[CH3:21]. The catalyst class is: 16. (4) Reactant: [F:1][C:2]([F:35])([F:34])[C:3]1[CH:4]=[C:5]([CH:27]=[C:28]([C:30]([F:33])([F:32])[F:31])[CH:29]=1)[CH2:6][NH:7][CH2:8][C:9]1[C:10]([N:19]([CH2:23][CH:24]2[CH2:26][CH2:25]2)[CH2:20][CH2:21][CH3:22])=[N:11][C:12]2[C:17]([CH:18]=1)=[CH:16][CH:15]=[CH:14][CH:13]=2.C(=O)(O)[O-].[Na+].[N:41]#[C:42]Br.C(OCC)C. Product: [F:35][C:2]([F:34])([F:1])[C:3]1[CH:4]=[C:5]([CH:27]=[C:28]([C:30]([F:33])([F:32])[F:31])[CH:29]=1)[CH2:6][N:7]([CH2:8][C:9]1[C:10]([N:19]([CH2:23][CH:24]2[CH2:25][CH2:26]2)[CH2:20][CH2:21][CH3:22])=[N:11][C:12]2[C:17]([CH:18]=1)=[CH:16][CH:15]=[CH:14][CH:13]=2)[C:42]#[N:41]. The catalyst class is: 40. (5) Reactant: [NH2:1][C:2]1[CH:7]=[CH:6][CH:5]=[CH:4][C:3]=1[CH2:8][CH2:9][CH2:10][N:11]1[CH2:16][CH2:15][CH:14]([N:17]([C:25]2[CH:30]=[CH:29][C:28]([CH3:31])=[CH:27][CH:26]=2)[C:18]([C:20]2[O:21][CH:22]=[CH:23][CH:24]=2)=[O:19])[CH2:13][CH2:12]1.Br[CH2:33][CH2:34][CH2:35][C:36]([O:38][CH2:39][CH3:40])=[O:37].C(NC(C)C)(C)C.C(OCC)(=O)C. Product: [C:28]1([CH3:31])[CH:27]=[CH:26][C:25]([N:17]([CH:14]2[CH2:13][CH2:12][N:11]([CH2:10][CH2:9][CH2:8][C:3]3[CH:4]=[CH:5][CH:6]=[CH:7][C:2]=3[NH:1][CH:35]([CH2:34][CH3:33])[C:36]([O:38][CH2:39][CH3:40])=[O:37])[CH2:16][CH2:15]2)[C:18]([C:20]2[O:21][CH:22]=[CH:23][CH:24]=2)=[O:19])=[CH:30][CH:29]=1. The catalyst class is: 8.